The task is: Predict the product of the given reaction.. This data is from Forward reaction prediction with 1.9M reactions from USPTO patents (1976-2016). (1) Given the reactants [Br:1][C:2]1[CH:3]=[C:4]2[C:9](=[CH:10][CH:11]=1)[N:8]=[CH:7][C:6]([C:12]([CH:14]1[CH2:16][CH2:15]1)=[O:13])=[C:5]2Cl.[NH2:18][C:19]1[CH:20]=[CH:21][C:22]([NH:25][CH:26]2[CH2:30][CH2:29][N:28]([C:31]([O:33][C:34]([CH3:37])([CH3:36])[CH3:35])=[O:32])[CH2:27]2)=[N:23][CH:24]=1, predict the reaction product. The product is: [Br:1][C:2]1[CH:3]=[C:4]2[C:9](=[CH:10][CH:11]=1)[N:8]=[CH:7][C:6]([C:12]([CH:14]1[CH2:16][CH2:15]1)=[O:13])=[C:5]2[NH:18][C:19]1[CH:20]=[CH:21][C:22]([NH:25][CH:26]2[CH2:30][CH2:29][N:28]([C:31]([O:33][C:34]([CH3:37])([CH3:36])[CH3:35])=[O:32])[CH2:27]2)=[N:23][CH:24]=1. (2) Given the reactants Cl[C:2]1[C:11]2[C:6](=[C:7]([OH:12])[CH:8]=[CH:9][CH:10]=2)[N:5]=[C:4]([CH3:13])[CH:3]=1.[Cl:14][C:15]1[CH:16]=[C:17]([CH:20]=[CH:21][C:22]=1[Cl:23])[CH2:18][NH2:19].O, predict the reaction product. The product is: [Cl:14][C:15]1[CH:16]=[C:17]([CH:20]=[CH:21][C:22]=1[Cl:23])[CH2:18][NH:19][C:2]1[C:11]2[C:6](=[C:7]([OH:12])[CH:8]=[CH:9][CH:10]=2)[N:5]=[C:4]([CH3:13])[CH:3]=1. (3) The product is: [C:1]1([CH:13]2[CH2:12][CH2:11][C:10](=[O:14])[CH2:9]2)[CH:6]=[CH:5][CH:4]=[CH:3][CH:2]=1. Given the reactants [C:1]1([Mg]Br)[CH:6]=[CH:5][CH:4]=[CH:3][CH:2]=1.[CH:9]1[C:10](=[O:14])[CH2:11][CH2:12][CH:13]=1.[Cl-].[NH4+].N, predict the reaction product. (4) Given the reactants C([Li])CCC.C(NC(C)C)(C)C.[C:13]1([C:35]2[CH:40]=[CH:39][CH:38]=[CH:37][CH:36]=2)[CH:18]=[CH:17][C:16]([CH2:19][C@H:20]2[N:24]([CH2:25]C3C=CC(OC)=CC=3)[C:23](=O)[CH2:22][CH2:21]2)=[CH:15][CH:14]=1.[C:41](Cl)(=O)[C:42]1[CH:47]=[CH:46][CH:45]=[CH:44][CH:43]=1.C=O.[C:52]([O-:55])([O-])=O.[K+].[K+], predict the reaction product. The product is: [C:13]1([C:35]2[CH:40]=[CH:39][CH:38]=[CH:37][CH:36]=2)[CH:14]=[CH:15][C:16]([CH2:19][C@H:20]2[N:24](/[CH:25]=[CH:41]/[C:42]3[CH:47]=[CH:46][CH:45]=[CH:44][CH:43]=3)[C:52](=[O:55])[C:22](=[CH2:23])[CH2:21]2)=[CH:17][CH:18]=1.